This data is from Forward reaction prediction with 1.9M reactions from USPTO patents (1976-2016). The task is: Predict the product of the given reaction. (1) Given the reactants [C:1]([C:5]1[C:6]([O:16][CH:17]([CH3:19])[CH3:18])=[C:7]([C:10]([CH3:15])=[C:11]([C:13]#[CH:14])[CH:12]=1)[CH:8]=[O:9])([CH3:4])([CH3:3])[CH3:2].[CH3:20][O:21][C:22](=[O:31])[CH2:23][C:24]1[CH:29]=[CH:28][C:27](I)=[CH:26][CH:25]=1.C(N(CC)CC)C.C(OCC)(=O)C, predict the reaction product. The product is: [CH3:20][O:21][C:22](=[O:31])[CH2:23][C:24]1[CH:25]=[CH:26][C:27]([C:14]#[C:13][C:11]2[CH:12]=[C:5]([C:1]([CH3:4])([CH3:2])[CH3:3])[C:6]([O:16][CH:17]([CH3:19])[CH3:18])=[C:7]([CH:8]=[O:9])[C:10]=2[CH3:15])=[CH:28][CH:29]=1. (2) Given the reactants C([O:3][C:4](=O)[C:5]1[CH:10]=[C:9]([O:11][CH2:12][CH3:13])[C:8]([Cl:14])=[C:7]([O:15][CH2:16][CH3:17])[CH:6]=1)C.[H-].C([Al+]CC(C)C)C(C)C, predict the reaction product. The product is: [Cl:14][C:8]1[C:9]([O:11][CH2:12][CH3:13])=[CH:10][C:5]([CH2:4][OH:3])=[CH:6][C:7]=1[O:15][CH2:16][CH3:17]. (3) Given the reactants [C:1]([O:5][C:6]([N:8]1[CH2:12][C@@H:11]([NH:13]C(OCC[Si](C)(C)C)=O)[C@H:10]([CH2:23][NH:24][CH:25]([CH3:27])[CH3:26])[CH2:9]1)=[O:7])([CH3:4])([CH3:3])[CH3:2].C([C@H]1CNC[C@@H]1CN(C(C)C)[C:42](=[O:57])[C:43]1[CH:48]=[CH:47][C:46]([CH2:49][CH3:50])=[C:45]([O:51][CH2:52][CH2:53][CH2:54][O:55][CH3:56])[CH:44]=1)C1C=CC=CC=1.CC#N.O.CC#N, predict the reaction product. The product is: [C:1]([O:5][C:6]([N:8]1[CH2:9][C@@H:10]([CH2:23][N:24]([C:42](=[O:57])[C:43]2[CH:48]=[CH:47][C:46]([CH2:49][CH3:50])=[C:45]([O:51][CH2:52][CH2:53][CH2:54][O:55][CH3:56])[CH:44]=2)[CH:25]([CH3:26])[CH3:27])[C@H:11]([NH2:13])[CH2:12]1)=[O:7])([CH3:2])([CH3:3])[CH3:4]. (4) Given the reactants [NH:1]([C:3]([O:5][C:6]([CH3:9])([CH3:8])[CH3:7])=[O:4])[NH2:2].[CH3:10][C:11]1([CH3:17])[CH2:15][CH2:14][CH2:13][C:12]1=O, predict the reaction product. The product is: [CH3:10][C:11]1([CH3:17])[CH2:15][CH2:14][CH2:13][C:12]1=[N:2][NH:1][C:3]([O:5][C:6]([CH3:9])([CH3:8])[CH3:7])=[O:4]. (5) Given the reactants [CH3:1][Si](C=[N+]=[N-])(C)C.[Cl:8][C:9]1[C:17]([N+:18]([O-:20])=[O:19])=[CH:16][C:12]([C:13]([OH:15])=[O:14])=[CH:11][N:10]=1, predict the reaction product. The product is: [Cl:8][C:9]1[C:17]([N+:18]([O-:20])=[O:19])=[CH:16][C:12]([C:13]([O:15][CH3:1])=[O:14])=[CH:11][N:10]=1. (6) Given the reactants Cl.[F:2][C:3]1[CH:4]=[C:5]([C@@H:13]([NH2:15])[CH3:14])[CH:6]=[CH:7][C:8]=1[C:9]([F:12])([F:11])[F:10].C([O:20][C:21]([C:23]1[CH:28]=[CH:27][CH:26]=[CH:25][C:24]=1[C:29]1[CH:34]=[CH:33][C:32]([CH2:35][N:36]2[C:44]3[C:39](=[CH:40][C:41]([C:45](O)=[O:46])=[CH:42][CH:43]=3)[C:38]([CH3:48])=[C:37]2[CH3:49])=[CH:31][CH:30]=1)=[O:22])(C)(C)C, predict the reaction product. The product is: [F:2][C:3]1[CH:4]=[C:5]([C@@H:13]([NH:15][C:45]([C:41]2[CH:40]=[C:39]3[C:44](=[CH:43][CH:42]=2)[N:36]([CH2:35][C:32]2[CH:31]=[CH:30][C:29]([C:24]4[C:23]([C:21]([OH:22])=[O:20])=[CH:28][CH:27]=[CH:26][CH:25]=4)=[CH:34][CH:33]=2)[C:37]([CH3:49])=[C:38]3[CH3:48])=[O:46])[CH3:14])[CH:6]=[CH:7][C:8]=1[C:9]([F:11])([F:12])[F:10].